Dataset: Peptide-MHC class I binding affinity with 185,985 pairs from IEDB/IMGT. Task: Regression. Given a peptide amino acid sequence and an MHC pseudo amino acid sequence, predict their binding affinity value. This is MHC class I binding data. (1) The peptide sequence is SILPISWAY. The MHC is HLA-C04:01 with pseudo-sequence HLA-C04:01. The binding affinity (normalized) is 0.213. (2) The peptide sequence is YYRGLDVSV. The MHC is Patr-A0901 with pseudo-sequence Patr-A0901. The binding affinity (normalized) is 0.369. (3) The peptide sequence is QFKDNVILL. The MHC is HLA-A24:02 with pseudo-sequence HLA-A24:02. The binding affinity (normalized) is 0.350. (4) The peptide sequence is LLCLIFLLVL. The MHC is HLA-A02:01 with pseudo-sequence HLA-A02:01. The binding affinity (normalized) is 0.597. (5) The peptide sequence is LTFLHTLYK. The MHC is HLA-A26:03 with pseudo-sequence HLA-A26:03. The binding affinity (normalized) is 0.0847.